Dataset: Reaction yield outcomes from USPTO patents with 853,638 reactions. Task: Predict the reaction yield, written as a fraction of the theoretical maximum amount of product (1.0 means a 100% yield; for example, 0.34 means a 34% yield). (1) The reactants are [NH2:1][C:2]1[N:3]=[C:4]([N:10]2[CH2:15][CH2:14][O:13][CH2:12][CH2:11]2)[S:5][C:6]=1[C:7]([NH2:9])=[O:8].Cl[CH2:17][CH2:18][CH2:19][C:20](=O)[CH3:21].O.C1(C)C=CC(S(O)(=O)=O)=CC=1. The catalyst is ClCCCl. The product is [CH3:17][C:18]12[CH2:19][CH2:20][CH2:21][N:1]1[C:2]1[N:3]=[C:4]([N:10]3[CH2:15][CH2:14][O:13][CH2:12][CH2:11]3)[S:5][C:6]=1[C:7](=[O:8])[NH:9]2. The yield is 0.100. (2) The reactants are O.[C:2]([OH:6])(=[O:5])[CH:3]=[O:4].[CH3:7][C:8]([CH3:13])([CH2:11]O)[CH2:9][OH:10]. The catalyst is C1C=CC=CC=1. The product is [C:2]([CH:3]1[O:10][CH2:9][C:8]([CH3:13])([CH3:11])[CH2:7][O:4]1)([OH:6])=[O:5]. The yield is 0.730. (3) The reactants are [CH:1]1([CH2:7][N:8]2[C:12]([CH2:13][CH2:14][N:15]3[CH2:20][CH2:19][N:18]([C:21]4[CH:26]=[CH:25][CH:24]=[C:23]([N+:27]([O-])=O)[CH:22]=4)[CH2:17][CH2:16]3)=[N:11][NH:10][C:9]2=[O:30])[CH2:6][CH2:5][CH2:4][CH2:3][CH2:2]1. The catalyst is CO.[Pd]. The product is [NH2:27][C:23]1[CH:22]=[C:21]([N:18]2[CH2:17][CH2:16][N:15]([CH2:14][CH2:13][C:12]3[N:8]([CH2:7][CH:1]4[CH2:6][CH2:5][CH2:4][CH2:3][CH2:2]4)[C:9](=[O:30])[NH:10][N:11]=3)[CH2:20][CH2:19]2)[CH:26]=[CH:25][CH:24]=1. The yield is 0.930. (4) The reactants are [C:1]([NH:5][S:6]([C:9]1[C:18]2[C:13](=[CH:14][CH:15]=[CH:16][CH:17]=2)[C:12]([C:19]2[S:23][C:22]([C:24](=[O:31])[NH:25][CH2:26][C:27]([OH:30])([CH3:29])[CH3:28])=[N:21][C:20]=2[C:32]([OH:34])=O)=[CH:11][CH:10]=1)(=[O:8])=[O:7])([CH3:4])([CH3:3])[CH3:2].CN(C(ON1N=N[C:45]2[CH:46]=[CH:47][CH:48]=[N:49][C:44]1=2)=[N+](C)C)C.F[P-](F)(F)(F)(F)F.CCN(C(C)C)C(C)C.N1CCCCC1. The catalyst is CN(C=O)C. The product is [C:1]([NH:5][S:6]([C:9]1[C:18]2[C:13](=[CH:14][CH:15]=[CH:16][CH:17]=2)[C:12]([C:19]2[S:23][C:22]([C:24]([NH:25][CH2:26][C:27]([OH:30])([CH3:28])[CH3:29])=[O:31])=[N:21][C:20]=2[C:32]([N:49]2[CH2:44][CH2:45][CH2:46][CH2:47][CH2:48]2)=[O:34])=[CH:11][CH:10]=1)(=[O:8])=[O:7])([CH3:3])([CH3:2])[CH3:4]. The yield is 0.640. (5) The reactants are [NH2:1][C:2]1[CH:7]=[C:6]([CH2:8][C:9]([O:11][CH3:12])=[O:10])[CH:5]=[CH:4][C:3]=1[NH:13][C:14]1[CH:23]=[C:22]([Cl:24])[CH:21]=[CH:20][C:15]=1[C:16](OC)=[O:17].CC1C=CC(S(O)(=O)=O)=CC=1.O. The catalyst is C1(C)C=CC=CC=1. The product is [Cl:24][C:22]1[CH:21]=[CH:20][C:15]2[C:16](=[O:17])[NH:1][C:2]3[CH:7]=[C:6]([CH2:8][C:9]([O:11][CH3:12])=[O:10])[CH:5]=[CH:4][C:3]=3[NH:13][C:14]=2[CH:23]=1. The yield is 0.810. (6) The reactants are [CH3:1][O:2][C:3]1[CH:8]=[C:7]([O:9][CH3:10])[CH:6]=[CH:5][C:4]=1[C:11]1[C:19]2[O:18][CH:17]([CH2:20][NH:21]C(=O)OCC3C=CC=CC=3)[CH2:16][C:15]=2[CH:14]=[CH:13][CH:12]=1. The catalyst is [Pd]. The product is [CH3:1][O:2][C:3]1[CH:8]=[C:7]([O:9][CH3:10])[CH:6]=[CH:5][C:4]=1[C:11]1[C:19]2[O:18][CH:17]([CH2:20][NH2:21])[CH2:16][C:15]=2[CH:14]=[CH:13][CH:12]=1. The yield is 0.730. (7) The reactants are [Cl:1][C:2]1[N:7]=[C:6]([C:8]2[S:12][C:11]([CH:13]([CH3:15])[CH3:14])=[N:10][C:9]=2[C:16]2[CH:17]=[C:18]([NH:22][S:23]([C:26]3C(F)=C[CH:29]=[CH:28][C:27]=3F)(=[O:25])=[O:24])[CH:19]=[CH:20][CH:21]=2)[CH:5]=[CH:4][N:3]=1.ClC1N=C(C2SC(C(C)C)=NC=2C2C=C(C=CC=2)N)C=CN=1.[O:56]1C=CC=C1S(Cl)(=O)=O. No catalyst specified. The product is [Cl:1][C:2]1[N:7]=[C:6]([C:8]2[S:12][C:11]([CH:13]([CH3:15])[CH3:14])=[N:10][C:9]=2[C:16]2[CH:17]=[C:18]([NH:22][S:23]([C:26]3[O:56][CH:29]=[CH:28][CH:27]=3)(=[O:25])=[O:24])[CH:19]=[CH:20][CH:21]=2)[CH:5]=[CH:4][N:3]=1. The yield is 0.489.